From a dataset of Reaction yield outcomes from USPTO patents with 853,638 reactions. Predict the reaction yield, written as a fraction of the theoretical maximum amount of product (1.0 means a 100% yield; for example, 0.34 means a 34% yield). (1) The reactants are Cl.[NH2:2][CH:3]1[CH2:12][C:11]2[C:6](=[CH:7][C:8]([Br:13])=[CH:9][CH:10]=2)[N:5]([OH:14])[C:4]1=[O:15].[C:16](O[C:16]([O:18][C:19]([CH3:22])([CH3:21])[CH3:20])=[O:17])([O:18][C:19]([CH3:22])([CH3:21])[CH3:20])=[O:17].C(N(CC)CC)C.O. The catalyst is C(Cl)Cl. The product is [Br:13][C:8]1[CH:7]=[C:6]2[C:11]([CH2:12][CH:3]([NH:2][C:16](=[O:17])[O:18][C:19]([CH3:22])([CH3:21])[CH3:20])[C:4](=[O:15])[N:5]2[OH:14])=[CH:10][CH:9]=1. The yield is 0.410. (2) The reactants are [CH3:1][O:2][C:3]([C:5]1[N:6]=[C:7]([NH:10][C:11](=[O:38])[C@@H:12]([N:23]2[C:27](=[O:28])[C@@H:26]([C:29]3[CH:34]=[CH:33][C:32]([O:35][CH3:36])=[CH:31][CH:30]=3)[NH:25][C:24]2=[O:37])[CH2:13][C:14]2[CH:19]=[CH:18][C:17]([N+:20]([O-])=O)=[CH:16][CH:15]=2)[S:8][CH:9]=1)=[O:4].[Cl-].[NH4+]. The catalyst is CO.O1CCCC1.CN(C)C=O.O.[Zn]. The product is [CH3:1][O:2][C:3]([C:5]1[N:6]=[C:7]([NH:10][C:11](=[O:38])[C@@H:12]([N:23]2[C:27](=[O:28])[C@@H:26]([C:29]3[CH:30]=[CH:31][C:32]([O:35][CH3:36])=[CH:33][CH:34]=3)[NH:25][C:24]2=[O:37])[CH2:13][C:14]2[CH:15]=[CH:16][C:17]([NH2:20])=[CH:18][CH:19]=2)[S:8][CH:9]=1)=[O:4]. The yield is 0.220. (3) The reactants are C(=O)(OC(C)(C)C)[O:2][C:3]1[N:7]([C:8]2[CH:13]=[CH:12][CH:11]=[CH:10][N:9]=2)[N:6]=[C:5]([C:14]2[CH:15]=[C:16]([C:20]3[CH:25]=[CH:24][C:23]([Br:26])=[CH:22][CH:21]=3)[CH:17]=[CH:18][CH:19]=2)[CH:4]=1.C(=O)(OC(C)(C)C)OC1N(C2C=CC=CN=2)N=C(C2C=CC(C3C=CC=CC=3)=CC=2)C=1. No catalyst specified. The product is [Br:26][C:23]1[CH:22]=[CH:21][C:20]([C:16]2[CH:17]=[CH:18][CH:19]=[C:14]([C:5]3[CH:4]=[C:3]([OH:2])[N:7]([C:8]4[CH:13]=[CH:12][CH:11]=[CH:10][N:9]=4)[N:6]=3)[CH:15]=2)=[CH:25][CH:24]=1. The yield is 0.840. (4) The reactants are [NH2:1][C:2]1[S:3][C:4]([C:25]2[CH:30]=[CH:29][N:28]=[C:27](Cl)[N:26]=2)=[C:5]([C:7]2[CH:8]=[C:9]([NH:14][C:15](=[O:24])[C:16]3[C:21]([F:22])=[CH:20][CH:19]=[CH:18][C:17]=3[F:23])[CH:10]=[CH:11][C:12]=2[F:13])[N:6]=1.[Cl-].[NH2:33][C:34]1[CH:39]=[CH:38][C:37]([O:40][CH2:41][CH2:42][NH+:43]([CH3:45])[CH3:44])=[C:36]([Cl:46])[CH:35]=1. The catalyst is CC(O)C.Cl. The product is [NH2:1][C:2]1[S:3][C:4]([C:25]2[CH:30]=[CH:29][N:28]=[C:27]([NH:33][C:34]3[CH:39]=[CH:38][C:37]([O:40][CH2:41][CH2:42][N:43]([CH3:44])[CH3:45])=[C:36]([Cl:46])[CH:35]=3)[N:26]=2)=[C:5]([C:7]2[CH:8]=[C:9]([NH:14][C:15](=[O:24])[C:16]3[C:21]([F:22])=[CH:20][CH:19]=[CH:18][C:17]=3[F:23])[CH:10]=[CH:11][C:12]=2[F:13])[N:6]=1. The yield is 0.660.